Dataset: Reaction yield outcomes from USPTO patents with 853,638 reactions. Task: Predict the reaction yield, written as a fraction of the theoretical maximum amount of product (1.0 means a 100% yield; for example, 0.34 means a 34% yield). (1) The reactants are [CH2:1]([O:8][C@@H:9]1[C@@H:14]([O:15][CH2:16][C:17]2[CH:22]=[CH:21][CH:20]=[CH:19][CH:18]=2)[C@H:13]([O:23][CH2:24][C:25]2[CH:30]=[CH:29][CH:28]=[CH:27][CH:26]=2)[C@@H:12]([CH2:31][O:32][CH2:33][C:34]2[CH:39]=[CH:38][CH:37]=[CH:36][CH:35]=2)[O:11][C@@H:10]1[CH2:40][CH2:41][CH2:42][CH2:43]O)[C:2]1[CH:7]=[CH:6][CH:5]=[CH:4][CH:3]=1.C1C=CC(P(C2C=CC=CC=2)C2C=CC=CC=2)=CC=1.CC(OC(/N=N/C(OC(C)C)=O)=O)C.P([N:94]=[N+:95]=[N-:96])(OC1C=CC=CC=1)(OC1C=CC=CC=1)=O. The catalyst is C1COCC1. The product is [N:94]([CH2:43][CH2:42][CH2:41][CH2:40][C@H:10]1[O:11][C@H:12]([CH2:31][O:32][CH2:33][C:34]2[CH:35]=[CH:36][CH:37]=[CH:38][CH:39]=2)[C@@H:13]([O:23][CH2:24][C:25]2[CH:26]=[CH:27][CH:28]=[CH:29][CH:30]=2)[C@H:14]([O:15][CH2:16][C:17]2[CH:22]=[CH:21][CH:20]=[CH:19][CH:18]=2)[C@H:9]1[O:8][CH2:1][C:2]1[CH:7]=[CH:6][CH:5]=[CH:4][CH:3]=1)=[N+:95]=[N-:96]. The yield is 0.770. (2) The reactants are [Cl:1][C:2]1[C:3]2[C:10](I)=[CH:9][N:8]([C@H:12]3[CH2:17][CH2:16][C@H:15]([N:18]4[CH2:23][CH2:22][N:21]([CH3:24])[CH2:20][CH2:19]4)[CH2:14][CH2:13]3)[C:4]=2[N:5]=[CH:6][N:7]=1.[F:25][C:26]1[CH:27]=[C:28](B2OC(C)(C)C(C)(C)O2)[CH:29]=[CH:30][C:31]=1[O:32][C:33]1[CH:38]=[CH:37][CH:36]=[CH:35][CH:34]=1.ClC1C2C(C3C=CC(OC4C=CC=CC=4)=C(C=3)C#N)=CN([C@H]3CC[C@H](N4CCN(C)CC4)CC3)C=2N=CN=1.CO[C@@H]1[C@@H](C(OC)=O)[C@@H]2[C@@H](CN3[C@H](C2)C2NC4C=C(OC)C=CC=4C=2CC3)C[C@H]1OC(C1C=C(OC)C(OC)=C(OC)C=1)=O. The catalyst is C(#N)C. The product is [C:33]1([O:32][C:31]2[CH:30]=[CH:29][C:28]([C:10]3[C:3]4[C:2]([Cl:1])=[N:7][CH:6]=[N:5][C:4]=4[N:8]([C@H:12]4[CH2:17][CH2:16][C@H:15]([N:18]5[CH2:23][CH2:22][N:21]([CH3:24])[CH2:20][CH2:19]5)[CH2:14][CH2:13]4)[CH:9]=3)=[CH:27][C:26]=2[F:25])[CH:34]=[CH:35][CH:36]=[CH:37][CH:38]=1. The yield is 0.850. (3) The reactants are [CH2:1]([O:3][CH:4]([O:18][CH2:19][CH3:20])[P:5]([CH2:10][CH:11]([F:17])[C:12](OCC)=[O:13])([O:7][CH2:8][CH3:9])=[O:6])[CH3:2].[NH4+:21]. The catalyst is C(O)C. The product is [NH2:21][C:12](=[O:13])[CH:11]([F:17])[CH2:10][P:5]([CH:4]([O:18][CH2:19][CH3:20])[O:3][CH2:1][CH3:2])(=[O:6])[O:7][CH2:8][CH3:9]. The yield is 0.270. (4) The reactants are [CH2:1]([O:3][C:4]1[CH:9]=[CH:8][CH:7]=[CH:6][C:5]=1[F:10])[CH3:2].C([Li])CCC.CN(C)CCN(C)CCN(C)C.[C:28](=[O:30])=[O:29]. The catalyst is C1COCC1.Cl. The product is [CH2:1]([O:3][C:4]1[C:5]([F:10])=[C:6]([CH:7]=[CH:8][CH:9]=1)[C:28]([OH:30])=[O:29])[CH3:2]. The yield is 0.650. (5) The reactants are FC(F)(F)C(O)=O.C([O:15][C:16]1[CH:35]=[CH:34][C:19]([CH2:20][C:21]2[O:25][N:24]=[C:23]([C:26]3[C:27]([NH2:33])=[N:28][CH:29]=[C:30]([Cl:32])[CH:31]=3)[CH:22]=2)=[CH:18][CH:17]=1)C1C=CC=CC=1.C1(SC)C=CC=CC=1.C(=O)([O-])O.[Na+]. The catalyst is O. The product is [NH2:33][C:27]1[C:26]([C:23]2[CH:22]=[C:21]([CH2:20][C:19]3[CH:34]=[CH:35][C:16]([OH:15])=[CH:17][CH:18]=3)[O:25][N:24]=2)=[CH:31][C:30]([Cl:32])=[CH:29][N:28]=1. The yield is 0.620.